Task: Predict the reactants needed to synthesize the given product.. Dataset: Retrosynthesis with 50K atom-mapped reactions and 10 reaction types from USPTO (1) Given the product CCCN(CCC)c1nccc2ccc(C(=O)N[C@@H](Cc3cc(F)cc(F)c3)[C@H](O)CNCc3cccc(CC)c3)cc12, predict the reactants needed to synthesize it. The reactants are: CCCN(CCC)c1nccc2ccc(C(=O)O)cc12.CCc1cccc(CNC[C@@H](O)[C@@H](N)Cc2cc(F)cc(F)c2)c1. (2) Given the product Cc1ccnc(Cl)c1C(N)=O, predict the reactants needed to synthesize it. The reactants are: Cc1ccnc(Cl)c1C(=O)O.N. (3) Given the product Nc1nc2c(ccn2CCN2CCN(C(=O)c3ccc(F)cc3F)CC2)c2nc(-c3ccco3)nn12, predict the reactants needed to synthesize it. The reactants are: CS(=O)(=O)OCCn1ccc2c1nc(N)n1nc(-c3ccco3)nc21.O=C(c1ccc(F)cc1F)N1CCNCC1.